This data is from Catalyst prediction with 721,799 reactions and 888 catalyst types from USPTO. The task is: Predict which catalyst facilitates the given reaction. (1) Reactant: [CH2:1]([O:3][C:4](=[O:6])[CH3:5])[CH3:2].Cl.[CH3:8][O:9][C:10]1[CH:15]=[CH:14][C:13]([NH:16][NH2:17])=[CH:12][CH:11]=1.C(N(CC)CC)C.C(C(O)C([O-])=O)C. Product: [CH2:1]([O:3][C:4](=[O:6])[CH:5]=[N:17][NH:16][C:13]1[CH:14]=[CH:15][C:10]([O:9][CH3:8])=[CH:11][CH:12]=1)[CH3:2]. The catalyst class is: 182. (2) Reactant: [C:1]([C:3]1[CH:4]=[C:5]([CH:8]=[CH:9][C:10]=1[CH:11]1[CH2:16][CH2:15][CH2:14][CH2:13][CH2:12]1)[CH2:6][OH:7])#[N:2].C1(P(C2C=CC=CC=2)C2C=CC=CC=2)C=CC=CC=1.[C:36]([O:40][C:41](=[O:65])[CH2:42][CH2:43][N:44]([C:58]([O:60][C:61]([CH3:64])([CH3:63])[CH3:62])=[O:59])[CH2:45][C:46]([N:48]1[C:56]2[C:51](=[CH:52][C:53](O)=[CH:54][CH:55]=2)[CH2:50][CH2:49]1)=[O:47])([CH3:39])([CH3:38])[CH3:37].CCOC(/N=N/C(OCC)=O)=O. Product: [C:36]([O:40][C:41](=[O:65])[CH2:42][CH2:43][N:44]([C:58]([O:60][C:61]([CH3:64])([CH3:63])[CH3:62])=[O:59])[CH2:45][C:46]([N:48]1[C:56]2[C:51](=[CH:52][C:53]([O:7][CH2:6][C:5]3[CH:8]=[CH:9][C:10]([CH:11]4[CH2:16][CH2:15][CH2:14][CH2:13][CH2:12]4)=[C:3]([C:1]#[N:2])[CH:4]=3)=[CH:54][CH:55]=2)[CH2:50][CH2:49]1)=[O:47])([CH3:39])([CH3:38])[CH3:37]. The catalyst class is: 1. (3) Reactant: [CH3:1][N:2]([CH3:32])[CH:3]([CH2:30][CH3:31])[CH:4]([C:10]1[CH:29]=[CH:28][C:13]2[N:14]=[C:15]([NH:17][CH2:18][C:19]([CH3:27])([CH3:26])[C:20]([O:22]C(C)C)=[O:21])[S:16][C:12]=2[CH:11]=1)[N:5]1[CH:9]=[CH:8][N:7]=[CH:6]1.O.[OH-].[Li+]. Product: [CH3:32][N:2]([CH3:1])[CH:3]([CH2:30][CH3:31])[CH:4]([C:10]1[CH:29]=[CH:28][C:13]2[N:14]=[C:15]([NH:17][CH2:18][C:19]([CH3:26])([CH3:27])[C:20]([OH:22])=[O:21])[S:16][C:12]=2[CH:11]=1)[N:5]1[CH:9]=[CH:8][N:7]=[CH:6]1. The catalyst class is: 38. (4) Reactant: [CH2:1]([O:3][C:4](=[O:12])[CH:5]=[C:6]1[CH2:11][CH2:10][CH2:9][CH2:8][CH2:7]1)[CH3:2].[N+:13]([CH3:16])([O-:15])=[O:14].[F-].C([N+](CCCC)(CCCC)CCCC)CCC. Product: [CH2:1]([O:3][C:4](=[O:12])[CH2:5][C:6]1([CH2:16][N+:13]([O-:15])=[O:14])[CH2:11][CH2:10][CH2:9][CH2:8][CH2:7]1)[CH3:2]. The catalyst class is: 30.